Dataset: Forward reaction prediction with 1.9M reactions from USPTO patents (1976-2016). Task: Predict the product of the given reaction. (1) Given the reactants [NH:1]([C:3]1[N:4]=[C:5]2[CH:19]=[CH:18][CH:17]=[N:16][C:6]2=[N:7][C:8]=1[N:9]1[CH2:14][CH2:13][N:12]([CH3:15])[CH2:11][CH2:10]1)[NH2:2].[CH:20](OC)(OC)OC, predict the reaction product. The product is: [CH3:15][N:12]1[CH2:11][CH2:10][N:9]([C:8]2[C:3]3[N:4]([CH:20]=[N:2][N:1]=3)[C:5]3[CH:19]=[CH:18][CH:17]=[N:16][C:6]=3[N:7]=2)[CH2:14][CH2:13]1. (2) Given the reactants [N+](C1C=C(C=C([N+]([O-])=O)C=1)C([O:9][CH2:10][C:11]1[CH:16]=[CH:15][CH:14]=[C:13]([O:17][CH3:18])[C:12]=1[CH2:19][CH:20]=[CH2:21])=O)([O-])=O.[OH-].[K+].O, predict the reaction product. The product is: [CH2:19]([C:12]1[C:13]([O:17][CH3:18])=[CH:14][CH:15]=[CH:16][C:11]=1[CH2:10][OH:9])[CH:20]=[CH2:21]. (3) The product is: [CH3:28][C:23]1([CH3:29])[C:24]([CH3:27])([CH3:26])[O:25][B:21]([C:7]2[CH2:8][CH2:9][N:10]([C:13]3[N:18]=[CH:17][CH:16]=[CH:15][N:14]=3)[CH2:11][CH:12]=2)[O:22]1. Given the reactants FC(F)(F)S(O[C:7]1[CH2:8][CH2:9][N:10]([C:13]2[N:18]=[CH:17][CH:16]=[CH:15][N:14]=2)[CH2:11][CH:12]=1)(=O)=O.[B:21]1([B:21]2[O:25][C:24]([CH3:27])([CH3:26])[C:23]([CH3:29])([CH3:28])[O:22]2)[O:25][C:24]([CH3:27])([CH3:26])[C:23]([CH3:29])([CH3:28])[O:22]1.C([O-])(=O)C.[K+], predict the reaction product. (4) Given the reactants O1CCCC1.[N:6]1([C:16]([O:18][C:19]([CH3:22])([CH3:21])[CH3:20])=[O:17])[CH2:11][CH2:10][NH:9][CH:8]([C:12]([O:14][CH3:15])=[O:13])[CH2:7]1.C(=O)([O-])[O-].[Na+].[Na+].Cl[C:30]1[N:35]=[CH:34][N:33]([CH2:36][C:37]2[CH:42]=[CH:41][C:40]([Cl:43])=[CH:39][CH:38]=2)[C:32](=[O:44])[N:31]=1, predict the reaction product. The product is: [Cl:43][C:40]1[CH:41]=[CH:42][C:37]([CH2:36][N:33]2[CH:34]=[N:35][C:30]([N:9]3[CH2:10][CH2:11][N:6]([C:16]([O:18][C:19]([CH3:22])([CH3:21])[CH3:20])=[O:17])[CH2:7][CH:8]3[C:12]([O:14][CH3:15])=[O:13])=[N:31][C:32]2=[O:44])=[CH:38][CH:39]=1. (5) Given the reactants [CH2:1]([O:8][C@H:9]([C@@H:11]([OH:22])[CH2:12][CH2:13][C:14]1[CH:19]=[CH:18][CH:17]=[CH:16][C:15]=1[S:20][CH3:21])[CH3:10])[C:2]1[CH:7]=[CH:6][CH:5]=[CH:4][CH:3]=1.[CH3:23][S:24](Cl)(=[O:26])=[O:25].C(N(CC)CC)C, predict the reaction product. The product is: [CH2:1]([O:8][C@@H:9]([CH3:10])[C@@H:11]([O:22][S:24]([CH3:23])(=[O:26])=[O:25])[CH2:12][CH2:13][C:14]1[CH:19]=[CH:18][CH:17]=[CH:16][C:15]=1[S:20][CH3:21])[C:2]1[CH:3]=[CH:4][CH:5]=[CH:6][CH:7]=1.